Dataset: Reaction yield outcomes from USPTO patents with 853,638 reactions. Task: Predict the reaction yield, written as a fraction of the theoretical maximum amount of product (1.0 means a 100% yield; for example, 0.34 means a 34% yield). (1) The reactants are [CH3:1][C:2]1[C:10]([C:11]2[S:12][C:13]([C:24]([O:26][CH3:27])=[O:25])=[C:14](OS(C(F)(F)F)(=O)=O)[N:15]=2)=[C:5]2[CH:6]=[CH:7][CH:8]=[CH:9][N:4]2[N:3]=1.[CH3:28][C:29]1(C)[C:33](C)(C)OB(CC=C)O1.C(=O)([O-])[O-].[Cs+].[Cs+].COCCOC. The catalyst is O. The product is [CH3:1][C:2]1[C:10]([C:11]2[S:12][C:13]([C:24]([O:26][CH3:27])=[O:25])=[C:14]([CH2:33][CH:29]=[CH2:28])[N:15]=2)=[C:5]2[CH:6]=[CH:7][CH:8]=[CH:9][N:4]2[N:3]=1. The yield is 0.730. (2) The reactants are Br[CH2:2][C:3]1[CH:8]=[CH:7][C:6]([C:9]2([C:14]3[CH:19]=[CH:18][CH:17]=[CH:16][CH:15]=3)[O:13][CH2:12][CH2:11][O:10]2)=[CH:5][CH:4]=1.[N:20]1([CH2:26][C:27]([O:29][CH2:30][CH3:31])=[O:28])[CH2:25][CH2:24][NH:23][CH2:22][CH2:21]1.C([O-])([O-])=O.[K+].[K+]. The catalyst is CC(C)=O. The product is [C:14]1([C:9]2([C:6]3[CH:7]=[CH:8][C:3]([CH2:2][N:23]4[CH2:22][CH2:21][N:20]([CH2:26][C:27]([O:29][CH2:30][CH3:31])=[O:28])[CH2:25][CH2:24]4)=[CH:4][CH:5]=3)[O:13][CH2:12][CH2:11][O:10]2)[CH:19]=[CH:18][CH:17]=[CH:16][CH:15]=1. The yield is 0.770.